From a dataset of Full USPTO retrosynthesis dataset with 1.9M reactions from patents (1976-2016). Predict the reactants needed to synthesize the given product. (1) Given the product [Cl:23][C:21]1[CH:22]=[C:17]([C:10]2([C:13]([F:16])([F:15])[F:14])[CH2:11][CH2:12][NH:8][CH2:9]2)[CH:18]=[C:19]([Cl:24])[CH:20]=1, predict the reactants needed to synthesize it. The reactants are: C([N:8]1[CH2:12][CH2:11][C:10]([C:17]2[CH:22]=[C:21]([Cl:23])[CH:20]=[C:19]([Cl:24])[CH:18]=2)([C:13]([F:16])([F:15])[F:14])[CH2:9]1)C1C=CC=CC=1.ClC(OC(Cl)C)=O. (2) Given the product [CH2:3]([C:5]1[CH:20]=[C:8]2[C:9]([C:13](=[O:19])[CH:14]([C:15]([O:17][CH3:18])=[O:16])[CH2:22][C:21]([O:24][CH2:25][CH3:26])=[O:23])=[CH:10][CH:11]=[CH:12][N:7]2[N:6]=1)[CH3:4], predict the reactants needed to synthesize it. The reactants are: [H-].[Na+].[CH2:3]([C:5]1[CH:20]=[C:8]2[C:9]([C:13](=[O:19])[CH2:14][C:15]([O:17][CH3:18])=[O:16])=[CH:10][CH:11]=[CH:12][N:7]2[N:6]=1)[CH3:4].[C:21]([O:24][CH2:25][CH2:26]Br)(=[O:23])[CH3:22].[Cl-].[NH4+]. (3) Given the product [C:29]([O:24][CH:19]([C:3]1[C:4]([CH3:18])=[N:5][C:6]2[N:7]([N:8]=[C:9]([C:11]3[CH:16]=[CH:15][CH:14]=[C:13]([Cl:17])[CH:12]=3)[CH:10]=2)[C:2]=1[Cl:1])[C:20]([O:22][CH3:23])=[O:21])([CH3:32])([CH3:31])[CH3:30], predict the reactants needed to synthesize it. The reactants are: [Cl:1][C:2]1[N:7]2[N:8]=[C:9]([C:11]3[CH:16]=[CH:15][CH:14]=[C:13]([Cl:17])[CH:12]=3)[CH:10]=[C:6]2[N:5]=[C:4]([CH3:18])[C:3]=1[CH:19]([OH:24])[C:20]([O:22][CH3:23])=[O:21].C(O[C:29]([CH3:32])([CH3:31])[CH3:30])(=O)C.Cl(O)(=O)(=O)=O. (4) Given the product [Br:1][CH2:15][C:14]([C:11]1[CH:10]=[CH:9][C:8]([O:7][CH2:6][CH2:5][N:4]([CH3:3])[CH3:17])=[CH:13][CH:12]=1)=[O:16], predict the reactants needed to synthesize it. The reactants are: [Br:1]Br.[CH3:3][N:4]([CH3:17])[CH2:5][CH2:6][O:7][C:8]1[CH:13]=[CH:12][C:11]([C:14](=[O:16])[CH3:15])=[CH:10][CH:9]=1.O. (5) Given the product [CH3:17][C:16]1[N:11]2[N:10]=[C:9](/[CH:8]=[CH:7]/[C:5]3[N:4]([CH3:20])[N:3]=[C:2]([N:21]4[CH2:25][CH2:24][CH2:23][C:22]4=[O:26])[N:6]=3)[N:19]=[C:12]2[C:13]([CH3:18])=[N:14][CH:15]=1, predict the reactants needed to synthesize it. The reactants are: Br[C:2]1[N:6]=[C:5](/[CH:7]=[CH:8]/[C:9]2[N:19]=[C:12]3[C:13]([CH3:18])=[N:14][CH:15]=[C:16]([CH3:17])[N:11]3[N:10]=2)[N:4]([CH3:20])[N:3]=1.[NH:21]1[CH2:25][CH2:24][CH2:23][C:22]1=[O:26].C(=O)([O-])[O-].[Cs+].[Cs+].C1(P(C2C=CC=CC=2)C2C3OC4C(=CC=CC=4P(C4C=CC=CC=4)C4C=CC=CC=4)C(C)(C)C=3C=CC=2)C=CC=CC=1. (6) Given the product [N+:10]([C:13]1[CH:18]=[CH:17][CH:16]=[CH:15][C:14]=1[S:19]([NH:4][C:3]1[CH:5]=[C:6]([CH3:9])[CH:7]=[CH:8][C:2]=1[CH3:1])(=[O:21])=[O:20])([O-:12])=[O:11], predict the reactants needed to synthesize it. The reactants are: [CH3:1][C:2]1[CH:8]=[CH:7][C:6]([CH3:9])=[CH:5][C:3]=1[NH2:4].[N+:10]([C:13]1[CH:18]=[CH:17][CH:16]=[CH:15][C:14]=1[S:19](Cl)(=[O:21])=[O:20])([O-:12])=[O:11].N1C=CC=CC=1.